This data is from Catalyst prediction with 721,799 reactions and 888 catalyst types from USPTO. The task is: Predict which catalyst facilitates the given reaction. Reactant: [CH3:1][C:2]1([CH3:14])[C:6]([CH3:8])([CH3:7])[O:5][B:4]([C:9]2[CH:10]=[N:11][NH:12][CH:13]=2)[O:3]1.Cl[C:16]([F:21])([F:20])C([O-])=O.[Na+].C(#N)C.C1OCCOCCOCCOCCOCCOC1. Product: [F:20][CH:16]([F:21])[N:12]1[CH:13]=[C:9]([B:4]2[O:5][C:6]([CH3:7])([CH3:8])[C:2]([CH3:14])([CH3:1])[O:3]2)[CH:10]=[N:11]1. The catalyst class is: 6.